Dataset: Peptide-MHC class II binding affinity with 134,281 pairs from IEDB. Task: Regression. Given a peptide amino acid sequence and an MHC pseudo amino acid sequence, predict their binding affinity value. This is MHC class II binding data. The peptide sequence is TNIRQAGVQY. The MHC is DRB1_1501 with pseudo-sequence DRB1_1501. The binding affinity (normalized) is 0.140.